Dataset: Forward reaction prediction with 1.9M reactions from USPTO patents (1976-2016). Task: Predict the product of the given reaction. (1) Given the reactants Cl.[Cl:2][C:3]1[CH:4]=[C:5]2[C:9](=[CH:10][CH:11]=1)[NH:8][CH:7]=[C:6]2[CH2:12][CH2:13][NH2:14].[C:15]1([C:24]2[CH:29]=[CH:28][CH:27]=[CH:26][CH:25]=2)[CH:20]=[CH:19][CH:18]=[C:17]([C:21](Cl)=[O:22])[CH:16]=1.C(N(CC)CC)C, predict the reaction product. The product is: [Cl:2][C:3]1[CH:4]=[C:5]2[C:9](=[CH:10][CH:11]=1)[NH:8][CH:7]=[C:6]2[CH2:12][CH2:13][NH:14][C:21]([C:17]1[CH:16]=[C:15]([C:24]2[CH:29]=[CH:28][CH:27]=[CH:26][CH:25]=2)[CH:20]=[CH:19][CH:18]=1)=[O:22]. (2) Given the reactants [Br:1][C:2]1[CH:3]=[C:4]2[C:10]([OH:11])=[N:9][N:8]([CH2:12][C:13]3[CH:18]=[CH:17][C:16]([O:19][CH3:20])=[CH:15][CH:14]=3)[C:5]2=[N:6][CH:7]=1.[H-].[Na+].[CH3:23]I, predict the reaction product. The product is: [Br:1][C:2]1[CH:3]=[C:4]2[C:10]([O:11][CH3:23])=[N:9][N:8]([CH2:12][C:13]3[CH:18]=[CH:17][C:16]([O:19][CH3:20])=[CH:15][CH:14]=3)[C:5]2=[N:6][CH:7]=1.